Dataset: Catalyst prediction with 721,799 reactions and 888 catalyst types from USPTO. Task: Predict which catalyst facilitates the given reaction. (1) Reactant: Cl[C:2]1[CH:7]=[C:6]([NH:8][CH:9]2[CH2:11][CH2:10]2)[N:5]2[N:12]=[CH:13][C:14]([CH:15]=[O:16])=[C:4]2[N:3]=1.[Cl:17][C:18]1[CH:19]=[C:20]([CH:22]=[CH:23][CH:24]=1)[NH2:21]. Product: [Cl:17][C:18]1[CH:19]=[C:20]([NH:21][C:2]2[CH:7]=[C:6]([NH:8][CH:9]3[CH2:11][CH2:10]3)[N:5]3[N:12]=[CH:13][C:14]([CH:15]=[O:16])=[C:4]3[N:3]=2)[CH:22]=[CH:23][CH:24]=1. The catalyst class is: 12. (2) Reactant: [CH2:1]([C:3]1[CH:4]=[C:5]([CH:8]=[CH:9][C:10]=1[N:11]([CH3:22])[C:12]1[N:17]=[CH:16][C:15]2[N:18]=[CH:19][N:20]([CH3:21])[C:14]=2[CH:13]=1)[C:6]#[N:7])[CH3:2].[C:23](O[C:23]([O:25][C:26]([CH3:29])([CH3:28])[CH3:27])=[O:24])([O:25][C:26]([CH3:29])([CH3:28])[CH3:27])=[O:24].[BH4-].[Na+]. Product: [CH2:1]([C:3]1[CH:4]=[C:5]([CH:8]=[CH:9][C:10]=1[N:11]([CH3:22])[C:12]1[N:17]=[CH:16][C:15]2[N:18]=[CH:19][N:20]([CH3:21])[C:14]=2[CH:13]=1)[CH2:6][NH:7][C:23](=[O:24])[O:25][C:26]([CH3:29])([CH3:28])[CH3:27])[CH3:2]. The catalyst class is: 5. (3) Reactant: [CH3:1][S:2]([C:5]1[N:10]=[CH:9][C:8]([N:11]2[C:16]3[CH:17]=[C:18]([O:21][C@H:22]4[CH2:26][CH2:25][N:24]([C:27]5C=[CH:31][CH:30]=[CH:29][N:28]=5)[CH2:23]4)[CH:19]=[CH:20][C:15]=3[O:14][CH2:13][CH2:12]2)=[CH:7][C:6]=1[CH3:33])(=[O:4])=[O:3].ClC1N=CC=C[N:36]=1.CCN(C(C)C)C(C)C. Product: [CH3:1][S:2]([C:5]1[N:10]=[CH:9][C:8]([N:11]2[C:16]3[CH:17]=[C:18]([O:21][C@H:22]4[CH2:26][CH2:25][N:24]([C:27]5[N:28]=[CH:29][CH:30]=[CH:31][N:36]=5)[CH2:23]4)[CH:19]=[CH:20][C:15]=3[O:14][CH2:13][CH2:12]2)=[CH:7][C:6]=1[CH3:33])(=[O:3])=[O:4]. The catalyst class is: 10. (4) Reactant: [CH2:1]([C:4]1[N:8]([CH2:9][C:10]2[CH:28]=[CH:27][C:13]3/[C:14](=[CH:23]/[C:24](O)=[O:25])/[C:15]4[CH:22]=[CH:21][CH:20]=[CH:19][C:16]=4[CH2:17][CH2:18][C:12]=3[CH:11]=2)[C:7]2[CH:29]=[CH:30][CH:31]=[CH:32][C:6]=2[N:5]=1)[CH2:2][CH3:3].[CH3:33][S:34]([NH2:37])(=[O:36])=[O:35].C1CCN2C(=NCCC2)CC1.C(O)(=O)CC(CC(O)=O)(C(O)=O)O. Product: [CH2:1]([C:4]1[N:8]([CH2:9][C:10]2[CH:28]=[CH:27][C:13]3/[C:14](=[CH:23]/[C:24]([NH:37][S:34]([CH3:33])(=[O:36])=[O:35])=[O:25])/[C:15]4[CH:22]=[CH:21][CH:20]=[CH:19][C:16]=4[CH2:17][CH2:18][C:12]=3[CH:11]=2)[C:7]2[CH:29]=[CH:30][CH:31]=[CH:32][C:6]=2[N:5]=1)[CH2:2][CH3:3]. The catalyst class is: 18. (5) Reactant: [Cl:1][C:2]1[C:3]([CH:9]=O)=[N:4][CH:5]=[C:6]([Cl:8])[N:7]=1.[NH2:11][CH2:12][C@@H:13]([C:15]1[CH:20]=[CH:19][CH:18]=[CH:17][CH:16]=1)[OH:14].C(O[BH-](OC(=O)C)OC(=O)C)(=O)C.[Na+]. Product: [Cl:1][C:2]1[C:3]([CH2:9][NH:11][CH2:12][C@@H:13]([C:15]2[CH:20]=[CH:19][CH:18]=[CH:17][CH:16]=2)[OH:14])=[N:4][CH:5]=[C:6]([Cl:8])[N:7]=1. The catalyst class is: 279. (6) Reactant: [Cl:1][C:2]1[C:7]([O:8][CH3:9])=[CH:6][C:5]([O:10][CH3:11])=[C:4]([Cl:12])[C:3]=1[N:13]([CH2:40][O:41][CH2:42][CH2:43][Si:44]([CH3:47])([CH3:46])[CH3:45])[C:14]([N:16]([CH3:39])[C:17]1[CH:22]=[C:21]([NH:23][C:24]2[CH:29]=[CH:28][C:27]([N:30]3[CH2:35][CH2:34][O:33][CH2:32][CH2:31]3)=[CH:26][C:25]=2[N+:36]([O-:38])=[O:37])[N:20]=[CH:19][N:18]=1)=[O:15].[CH3:48][C:49]([O:52][C:53](O[C:53]([O:52][C:49]([CH3:51])([CH3:50])[CH3:48])=[O:54])=[O:54])([CH3:51])[CH3:50]. The catalyst class is: 251. Product: [C:49]([O:52][C:53](=[O:54])[N:23]([C:21]1[CH:22]=[C:17]([N:16]([CH3:39])[C:14]([N:13]([C:3]2[C:2]([Cl:1])=[C:7]([O:8][CH3:9])[CH:6]=[C:5]([O:10][CH3:11])[C:4]=2[Cl:12])[CH2:40][O:41][CH2:42][CH2:43][Si:44]([CH3:47])([CH3:45])[CH3:46])=[O:15])[N:18]=[CH:19][N:20]=1)[C:24]1[CH:29]=[CH:28][C:27]([N:30]2[CH2:35][CH2:34][O:33][CH2:32][CH2:31]2)=[CH:26][C:25]=1[N+:36]([O-:38])=[O:37])([CH3:51])([CH3:50])[CH3:48].